Dataset: Forward reaction prediction with 1.9M reactions from USPTO patents (1976-2016). Task: Predict the product of the given reaction. (1) Given the reactants [Cl:1][C:2]1[CH:25]=[CH:24][C:5]([CH2:6][N:7]2[C:15]3[C:10](=[CH:11][C:12](/[CH:16]=[C:17]4/[C:18](=[O:23])[NH:19][C:20](=[O:22])[S:21]/4)=[CH:13][CH:14]=3)[CH:9]=[N:8]2)=[C:4]([C:26]([F:29])([F:28])[F:27])[CH:3]=1.[CH2:30]1[C@@H:35]2[CH2:36][O:37][CH2:38][CH2:39][N:34]2[CH2:33][C@@H:32]([CH2:40]O)[O:31]1, predict the reaction product. The product is: [Cl:1][C:2]1[CH:25]=[CH:24][C:5]([CH2:6][N:7]2[C:15]3[C:10](=[CH:11][C:12](/[CH:16]=[C:17]4/[C:18](=[O:23])[N:19]([CH2:40][C@H:32]5[O:31][CH2:30][C@@H:35]6[CH2:36][O:37][CH2:38][CH2:39][N:34]6[CH2:33]5)[C:20](=[O:22])[S:21]/4)=[CH:13][CH:14]=3)[CH:9]=[N:8]2)=[C:4]([C:26]([F:27])([F:29])[F:28])[CH:3]=1. (2) Given the reactants [NH2:1][C@H:2]1[CH2:6][CH2:5][N:4]([CH2:7][C@@H:8]2[C@H:11]([NH:12][C:13](=[O:29])/[C:14](=[N:21]\[O:22][C:23]([CH3:28])([CH3:27])[C:24]([OH:26])=[O:25])/[C:15]3[N:16]=[C:17]([NH2:20])[S:18][CH:19]=3)[C:10](=[O:30])[N:9]2[S:31]([OH:34])(=[O:33])=[O:32])[C:3]1=[O:35].Cl.[N:37]1([C:42](=N)[NH2:43])C=CC=N1, predict the reaction product. The product is: [NH2:20][C:17]1[S:18][CH:19]=[C:15](/[C:14](=[N:21]/[O:22][C:23]([CH3:28])([CH3:27])[C:24]([OH:26])=[O:25])/[C:13]([NH:12][C@@H:11]2[C:10](=[O:30])[N:9]([S:31]([OH:34])(=[O:32])=[O:33])[C@@H:8]2[CH2:7][N:4]2[CH2:5][CH2:6][C@H:2]([NH:1][C:42]([NH2:43])=[NH:37])[C:3]2=[O:35])=[O:29])[N:16]=1. (3) Given the reactants Br[C:2]1[CH:3]=[N:4][C:5]2[C:10]([CH:11]=1)=[CH:9][CH:8]=[CH:7][CH:6]=2.[C:12]([Cu])#[N:13], predict the reaction product. The product is: [N:4]1[C:5]2[C:10](=[CH:9][CH:8]=[CH:7][CH:6]=2)[CH:11]=[C:2]([C:12]#[N:13])[CH:3]=1. (4) Given the reactants [CH:1]1[C:13]2[C:12]3[O:11][C:10]4[CH:14]=[CH:15][CH:16]=[CH:17][C:9]=4[C:8]=3[CH:7]=[CH:6][C:5]=2[CH:4]=[CH:3][CH:2]=1.[Br:18]N1C(=O)CCC1=O.O, predict the reaction product. The product is: [Br:18][C:6]1[C:5]2[CH:4]=[CH:3][CH:2]=[CH:1][C:13]=2[C:12]2[O:11][C:10]3[CH:14]=[CH:15][CH:16]=[CH:17][C:9]=3[C:8]=2[CH:7]=1. (5) Given the reactants [C:1]1([C:27]2[CH:32]=[CH:31][CH:30]=[CH:29][CH:28]=2)[CH:6]=[CH:5][C:4]([C:7]([N:9]2[CH2:14][CH2:13][N:12]([C:15]3[C:16]4[CH:24]=[C:23]([CH2:25][CH3:26])[S:22][C:17]=4[N:18]=[C:19]([NH2:21])[N:20]=3)[CH2:11][CH2:10]2)=[O:8])=[CH:3][CH:2]=1.[OH2:33], predict the reaction product. The product is: [CH2:1]([O:33][CH2:4][C:7]([NH:21][C:19]1[N:20]=[C:15]([N:12]2[CH2:11][CH2:10][N:9]([C:7]([C:4]3[CH:5]=[CH:6][C:1]([C:27]4[CH:32]=[CH:31][CH:30]=[CH:29][CH:28]=4)=[CH:2][CH:3]=3)=[O:8])[CH2:14][CH2:13]2)[C:16]2[CH:24]=[C:23]([CH2:25][CH3:26])[S:22][C:17]=2[N:18]=1)=[O:8])[C:27]1[CH:32]=[CH:31][CH:30]=[CH:29][CH:28]=1. (6) Given the reactants Br[C:2]1[O:6][C:5]([CH3:7])=[C:4]([C:8]([O:10][CH3:11])=[O:9])[CH:3]=1.[CH3:12][O:13][C:14]1[CH:19]=[CH:18][C:17](B(O)O)=[CH:16][N:15]=1.C(=O)([O-])[O-].[Na+].[Na+].COCCOC, predict the reaction product. The product is: [CH3:12][O:13][C:14]1[N:15]=[CH:16][C:17]([C:2]2[O:6][C:5]([CH3:7])=[C:4]([C:8]([O:10][CH3:11])=[O:9])[CH:3]=2)=[CH:18][CH:19]=1. (7) Given the reactants [Br:1][C:2]1[S:3][C:4]([C:7]2[N:8]=[N:9][N:10](CC(OCC)=O)[N:11]=2)=[CH:5][N:6]=1.Br[CH2:19][C:20]([O:22][C:23]([CH3:26])([CH3:25])[CH3:24])=[O:21], predict the reaction product. The product is: [Br:1][C:2]1[S:3][C:4]([C:7]2[N:8]=[N:9][N:10]([CH2:19][C:20]([O:22][C:23]([CH3:26])([CH3:25])[CH3:24])=[O:21])[N:11]=2)=[CH:5][N:6]=1.